From a dataset of Forward reaction prediction with 1.9M reactions from USPTO patents (1976-2016). Predict the product of the given reaction. (1) Given the reactants [CH3:1][C:2]([O:5][C:6]([N:8]1[CH2:14][CH2:13][C:12]2=[CH:15][N:16]([C:18]3[CH:26]=[CH:25][C:21]([C:22]([OH:24])=O)=[CH:20][CH:19]=3)[N:17]=[C:11]2[CH2:10][CH2:9]1)=[O:7])([CH3:4])[CH3:3].O=[C:28](N1C=CN=C1)[N:29]1C=CN=C1.CN, predict the reaction product. The product is: [CH3:28][NH:29][C:22]([C:21]1[CH:20]=[CH:19][C:18]([N:16]2[CH:15]=[C:12]3[C:11]([CH2:10][CH2:9][N:8]([C:6]([O:5][C:2]([CH3:4])([CH3:3])[CH3:1])=[O:7])[CH2:14][CH2:13]3)=[N:17]2)=[CH:26][CH:25]=1)=[O:24]. (2) Given the reactants Cl[S:2]([CH2:5][C@H:6]([CH3:17])[C:7]([O:9][CH2:10][C:11]1[CH:16]=[CH:15][CH:14]=[CH:13][CH:12]=1)=[O:8])(=[O:4])=[O:3].[NH:18]1[CH2:23][CH2:22][CH2:21][CH2:20][CH2:19]1, predict the reaction product. The product is: [N:18]1([S:2]([CH2:5][C@H:6]([CH3:17])[C:7]([O:9][CH2:10][C:11]2[CH:16]=[CH:15][CH:14]=[CH:13][CH:12]=2)=[O:8])(=[O:4])=[O:3])[CH2:23][CH2:22][CH2:21][CH2:20][CH2:19]1. (3) Given the reactants [Br:1][C:2]1[CH:7]=[CH:6][C:5]([OH:8])=[C:4]([CH2:9][CH3:10])[CH:3]=1.CC1C=CC(S(O[CH2:22][C:23]2([C:26]#[N:27])[CH2:25][CH2:24]2)(=O)=O)=CC=1.C(=O)([O-])[O-].[K+].[K+], predict the reaction product. The product is: [Br:1][C:2]1[CH:7]=[CH:6][C:5]([O:8][CH2:22][C:23]2([C:26]#[N:27])[CH2:25][CH2:24]2)=[C:4]([CH2:9][CH3:10])[CH:3]=1. (4) Given the reactants [OH:1][C@@H:2]1[CH2:21][C@@:20]2([CH3:22])[C@@H:13]([CH2:14][CH2:15][C@@H:16]2[C:17](=[O:19])[CH3:18])[C@H:12]2[C@H:3]1[C@:4]1([CH3:24])[C:9]([CH2:10][CH2:11]2)=[CH:8][C:7](=[O:23])[CH2:6][CH2:5]1.N1C=CN=C1.[Si:30](Cl)([C:33]([CH3:36])([CH3:35])[CH3:34])([CH3:32])[CH3:31], predict the reaction product. The product is: [C:33]([Si:30]([CH3:32])([CH3:31])[O:1][C@@H:2]1[CH2:21][C@@:20]2([CH3:22])[C@@H:13]([CH2:14][CH2:15][C@@H:16]2[C:17](=[O:19])[CH3:18])[C@H:12]2[C@H:3]1[C@:4]1([CH3:24])[C:9]([CH2:10][CH2:11]2)=[CH:8][C:7](=[O:23])[CH2:6][CH2:5]1)([CH3:36])([CH3:35])[CH3:34]. (5) Given the reactants C([Li])(CC)C.[C:6]([N:10]1[CH2:15][CH2:14][N:13]([C:16]([O:18][C:19]([CH3:22])([CH3:21])[CH3:20])=[O:17])[CH2:12][CH2:11]1)([CH3:9])([CH3:8])[CH3:7].C1C[C@H]2N(C[C@H]3[C@@H]4CCCCN4C[C@@H]2C3)CC1.[C:40](=[O:42])=[O:41].S([O-])([O-])(=O)=O.[Na+].[Na+], predict the reaction product. The product is: [C:6]([N:10]1[CH2:15][CH2:14][N:13]([C:16]([O:18][C:19]([CH3:22])([CH3:21])[CH3:20])=[O:17])[C@@H:12]([C:40]([OH:42])=[O:41])[CH2:11]1)([CH3:9])([CH3:8])[CH3:7]. (6) Given the reactants [Cl:1][C:2]1[C:3]([CH2:21][CH2:22][CH2:23][C:24]2([CH3:30])[CH2:28][O:27]C(=O)[NH:25]2)=[CH:4][C:5]2[C:6](=[O:20])[C:7]3[C:12]([S:13][C:14]=2[CH:15]=1)=[CH:11][C:10]([C:16]([F:19])([F:18])[F:17])=[CH:9][CH:8]=3.C(O[C:36](=[O:42])[O:37][C:38]([CH3:41])([CH3:40])[CH3:39])(C)(C)C.C(N(CC)CC)C.O, predict the reaction product. The product is: [Cl:1][C:2]1[C:3]([CH2:21][CH2:22][CH2:23][C:24]([NH:25][C:36](=[O:42])[O:37][C:38]([CH3:39])([CH3:40])[CH3:41])([CH2:28][OH:27])[CH3:30])=[CH:4][C:5]2[C:6](=[O:20])[C:7]3[C:12]([S:13][C:14]=2[CH:15]=1)=[CH:11][C:10]([C:16]([F:18])([F:19])[F:17])=[CH:9][CH:8]=3.